Dataset: Full USPTO retrosynthesis dataset with 1.9M reactions from patents (1976-2016). Task: Predict the reactants needed to synthesize the given product. (1) Given the product [F:16][C:10]([F:17])([CH:1]([OH:8])[C:2]1[CH:7]=[CH:6][CH:5]=[CH:4][CH:3]=1)[C:11]([O:13][CH2:14][CH3:15])=[O:12], predict the reactants needed to synthesize it. The reactants are: [CH:1](=[O:8])[C:2]1[CH:7]=[CH:6][CH:5]=[CH:4][CH:3]=1.Br[C:10]([F:17])([F:16])[C:11]([O:13][CH2:14][CH3:15])=[O:12].C1COCC1. (2) Given the product [C:1]([N:5]1[C:9]([C:10]2[CH:15]=[CH:14][C:13]([F:16])=[CH:12][CH:11]=2)=[C:8]([C:17]2[S:18][CH:19]=[C:20]([CH2:22][C:23]([NH:35][CH2:34][CH2:33][CH2:32][N:29]3[CH2:30][CH2:31][O:26][CH2:27][CH2:28]3)=[O:24])[N:21]=2)[CH:7]=[N:6]1)([CH3:2])([CH3:3])[CH3:4], predict the reactants needed to synthesize it. The reactants are: [C:1]([N:5]1[C:9]([C:10]2[CH:15]=[CH:14][C:13]([F:16])=[CH:12][CH:11]=2)=[C:8]([C:17]2[S:18][CH:19]=[C:20]([CH2:22][C:23](O)=[O:24])[N:21]=2)[CH:7]=[N:6]1)([CH3:4])([CH3:3])[CH3:2].[O:26]1[CH2:31][CH2:30][N:29]([CH2:32][CH2:33][CH2:34][NH2:35])[CH2:28][CH2:27]1. (3) Given the product [ClH:29].[ClH:29].[CH3:2][O:3][C:4]1[CH:5]=[C:6]([C@H:10]([NH:12][C@H:13]2[CH2:17][CH2:16][N:15]([CH2:18][C:19]3[CH:24]=[CH:23][CH:22]=[C:21]([C:25]([F:27])([F:28])[F:26])[CH:20]=3)[CH2:14]2)[CH3:11])[CH:7]=[CH:8][CH:9]=1, predict the reactants needed to synthesize it. The reactants are: [Ca].[CH3:2][O:3][C:4]1[CH:5]=[C:6]([C@H:10]([NH:12][C@H:13]2[CH2:17][CH2:16][N:15]([CH2:18][C:19]3[CH:24]=[CH:23][CH:22]=[C:21]([C:25]([F:28])([F:27])[F:26])[CH:20]=3)[CH2:14]2)[CH3:11])[CH:7]=[CH:8][CH:9]=1.[ClH:29]. (4) Given the product [CH3:13][O:12][C:11]1[CH:10]=[CH:9][C:8]2[NH:7][C:6](=[O:14])[C:5]3[S:15][CH:16]=[CH:17][C:4]=3[C:3]=2[C:2]=1[C:33]1[CH:32]=[CH:31][C:30]([C:19]([CH3:29])([CH3:18])[CH2:20][NH:21][C:22](=[O:28])[O:23][C:24]([CH3:26])([CH3:25])[CH3:27])=[CH:35][CH:34]=1, predict the reactants needed to synthesize it. The reactants are: Br[C:2]1[C:3]2[C:4]3[CH:17]=[CH:16][S:15][C:5]=3[C:6](=[O:14])[NH:7][C:8]=2[CH:9]=[CH:10][C:11]=1[O:12][CH3:13].[CH3:18][C:19]([C:30]1[CH:35]=[CH:34][C:33](B2OC(C)(C)C(C)(C)O2)=[CH:32][CH:31]=1)([CH3:29])[CH2:20][NH:21][C:22](=[O:28])[O:23][C:24]([CH3:27])([CH3:26])[CH3:25].